This data is from Plasma protein binding rate (PPBR) regression data from AstraZeneca. The task is: Regression/Classification. Given a drug SMILES string, predict its absorption, distribution, metabolism, or excretion properties. Task type varies by dataset: regression for continuous measurements (e.g., permeability, clearance, half-life) or binary classification for categorical outcomes (e.g., BBB penetration, CYP inhibition). For this dataset (ppbr_az), we predict Y. The compound is Cc1nccc(-c2ccc(-c3nc4ccncc4c(O)c3C#N)cc2)c1Cl. The Y is 99.9 %.